Task: Predict the reaction yield, written as a fraction of the theoretical maximum amount of product (1.0 means a 100% yield; for example, 0.34 means a 34% yield).. Dataset: Reaction yield outcomes from USPTO patents with 853,638 reactions The reactants are [CH3:1][O:2][C:3]1[CH:4]=[C:5]([S:11]([N:14]2[CH2:18][CH2:17][CH:16]([CH2:19][CH2:20][CH2:21][NH2:22])[CH2:15]2)(=[O:13])=[O:12])[CH:6]=[CH:7][C:8]=1[O:9][CH3:10].[F:23][C:24]1[CH:35]=[CH:34][C:27]([CH2:28][O:29][CH2:30][C:31](Cl)=[O:32])=[CH:26][CH:25]=1.CCOC(C)=O.C([O-])(O)=O.[Na+]. The catalyst is C1COCC1.CCOCC. The product is [CH3:1][O:2][C:3]1[CH:4]=[C:5]([S:11]([N:14]2[CH2:18][CH2:17][CH:16]([CH2:19][CH2:20][CH2:21][NH:22][C:31](=[O:32])[CH2:30][O:29][CH2:28][C:27]3[CH:34]=[CH:35][C:24]([F:23])=[CH:25][CH:26]=3)[CH2:15]2)(=[O:12])=[O:13])[CH:6]=[CH:7][C:8]=1[O:9][CH3:10]. The yield is 0.520.